This data is from Full USPTO retrosynthesis dataset with 1.9M reactions from patents (1976-2016). The task is: Predict the reactants needed to synthesize the given product. (1) Given the product [C:43]([N:46]1[C:55]2[C:50](=[CH:51][C:52]([S:97]([CH:2]([CH3:42])[CH3:1])(=[O:98])=[O:96])=[CH:53][CH:54]=2)[C@H:49]([NH:57][C:58](=[O:67])[O:59][CH2:60][C:61]2[CH:66]=[CH:65][CH:64]=[CH:63][CH:62]=2)[C@@H:48]([CH3:68])[C@@H:47]1[CH:69]1[CH2:71][CH2:70]1)(=[O:45])[CH3:44], predict the reactants needed to synthesize it. The reactants are: [CH3:1][C:2]1([CH3:42])C2C(=C(P(C3C=CC=CC=3)C3C=CC=CC=3)C=CC=2)OC2C(P(C3C=CC=CC=3)C3C=CC=CC=3)=CC=CC1=2.[C:43]([N:46]1[C:55]2[C:50](=[CH:51][C:52](Br)=[CH:53][CH:54]=2)[C@H:49]([NH:57][C:58](=[O:67])[O:59][CH2:60][C:61]2[CH:66]=[CH:65][CH:64]=[CH:63][CH:62]=2)[C@@H:48]([CH3:68])[C@@H:47]1[CH:69]1[CH2:71][CH2:70]1)(=[O:45])[CH3:44].CCN(C(C)C)C(C)C.CC(S)C.ClC1C=C(C=CC=1)C(OO)=O.[O-:96][S:97]([O-])(=S)=[O:98].[Na+].[Na+]. (2) Given the product [Br:1][C:2]1[N:7]=[C:6]([C:8]([O:10][CH3:13])=[O:9])[C:5]([Cl:11])=[CH:4][CH:3]=1, predict the reactants needed to synthesize it. The reactants are: [Br:1][C:2]1[N:7]=[C:6]([C:8]([OH:10])=[O:9])[C:5]([Cl:11])=[CH:4][CH:3]=1.Cl.[CH3:13]O. (3) Given the product [F:13][C:14]1[N:19]=[CH:18][C:17]([CH2:20][CH2:21][CH2:22][CH2:23][CH2:24][CH2:25][CH:26]([OH:43])[C:27]([NH:29][CH2:30][C:31]2[S:32][C:33]([C:36]3[CH:37]=[CH:38][C:39]([O:42][CH2:2][C:3]4[CH:4]=[C:5]([CH:10]=[CH:11][CH:12]=4)[C:6]([O:8][CH3:9])=[O:7])=[CH:40][CH:41]=3)=[N:34][N:35]=2)=[O:28])=[CH:16][CH:15]=1, predict the reactants needed to synthesize it. The reactants are: Br[CH2:2][C:3]1[CH:4]=[C:5]([CH:10]=[CH:11][CH:12]=1)[C:6]([O:8][CH3:9])=[O:7].[F:13][C:14]1[N:19]=[CH:18][C:17]([CH2:20][CH2:21][CH2:22][CH2:23][CH2:24][CH2:25][CH:26]([OH:43])[C:27]([NH:29][CH2:30][C:31]2[S:32][C:33]([C:36]3[CH:41]=[CH:40][C:39]([OH:42])=[CH:38][CH:37]=3)=[N:34][N:35]=2)=[O:28])=[CH:16][CH:15]=1.C(=O)([O-])[O-].[Cs+].[Cs+].CN(C)C=O. (4) Given the product [CH2:1]([S:8][CH:9]([CH2:19][N:21]1[CH2:26][CH2:25][S:24][CH2:23][CH2:22]1)[CH2:10][NH:11][C:12](=[O:18])[O:13][C:14]([CH3:17])([CH3:16])[CH3:15])[C:2]1[CH:7]=[CH:6][CH:5]=[CH:4][CH:3]=1, predict the reactants needed to synthesize it. The reactants are: [CH2:1]([S:8][CH:9]([CH:19]=O)[CH2:10][NH:11][C:12](=[O:18])[O:13][C:14]([CH3:17])([CH3:16])[CH3:15])[C:2]1[CH:7]=[CH:6][CH:5]=[CH:4][CH:3]=1.[NH:21]1[CH2:26][CH2:25][S:24][CH2:23][CH2:22]1.C(O[BH-](OC(=O)C)OC(=O)C)(=O)C.[Na+].C(=O)([O-])O.[Na+]. (5) Given the product [F:17][C:15]1[CH:14]=[N:13][C:12]([O:18][C:19]2[CH:24]=[CH:23][CH:22]=[C:21]([S:25][CH3:26])[CH:20]=2)=[C:11]([CH:16]=1)[C:10]([NH:9][C@H:6]1[CH2:7][CH2:8][C@@H:3]([NH:2][C:37](=[O:38])[C:36]([CH3:42])([CH3:35])[CH2:40][OH:41])[CH2:4][CH2:5]1)=[O:27], predict the reactants needed to synthesize it. The reactants are: Cl.[NH2:2][C@H:3]1[CH2:8][CH2:7][C@H:6]([NH:9][C:10](=[O:27])[C:11]2[CH:16]=[C:15]([F:17])[CH:14]=[N:13][C:12]=2[O:18][C:19]2[CH:24]=[CH:23][CH:22]=[C:21]([S:25][CH3:26])[CH:20]=2)[CH2:5][CH2:4]1.C(N(CC)CC)C.[CH3:35][C:36]([CH3:42])([CH2:40][OH:41])[C:37](O)=[O:38].Cl.CN(C)CCCN=C=NCC.ON1C2C=CC=CC=2N=N1.